Dataset: Catalyst prediction with 721,799 reactions and 888 catalyst types from USPTO. Task: Predict which catalyst facilitates the given reaction. (1) Reactant: C([N:8]1[CH2:13][CH2:12][N:11]([C:14]([CH3:17])([CH3:16])[CH3:15])[CH2:10][CH2:9]1)C1C=CC=CC=1.[C:26](O[C:26]([O:28][C:29]([CH3:32])([CH3:31])[CH3:30])=[O:27])([O:28][C:29]([CH3:32])([CH3:31])[CH3:30])=[O:27]. Product: [C:14]([N:11]1[CH2:12][CH2:13][N:8]([C:26]([O:28][C:29]([CH3:30])([CH3:31])[CH3:32])=[O:27])[CH2:9][CH2:10]1)([CH3:17])([CH3:16])[CH3:15]. The catalyst class is: 63. (2) Reactant: [C:1]([O:5][C:6]([N:8]1[CH2:16][C:15]2[C:10](=[CH:11][CH:12]=[C:13](Br)[CH:14]=2)[CH2:9]1)=[O:7])([CH3:4])([CH3:3])[CH3:2].C(P(C(C)(C)C)C1C=CC=CC=1C1C=CC=CC=1)(C)(C)C.CC(C)([O-])C.[Na+].[CH3:45][N:46]1[CH2:51][CH2:50][NH:49][CH2:48][CH2:47]1. Product: [C:1]([O:5][C:6]([N:8]1[CH2:16][C:15]2[C:10](=[CH:11][CH:12]=[C:13]([N:49]3[CH2:50][CH2:51][N:46]([CH3:45])[CH2:47][CH2:48]3)[CH:14]=2)[CH2:9]1)=[O:7])([CH3:4])([CH3:3])[CH3:2]. The catalyst class is: 187.